This data is from Reaction yield outcomes from USPTO patents with 853,638 reactions. The task is: Predict the reaction yield, written as a fraction of the theoretical maximum amount of product (1.0 means a 100% yield; for example, 0.34 means a 34% yield). (1) The reactants are [F:1][C:2]([F:7])([F:6])[C:3]([OH:5])=[O:4].[CH2:8]([N:11]1[CH:19]=[C:18]2[C:13]([CH2:14][CH2:15][C:16]3[C:22]4=[C:23]([NH:27][C:28]5[CH:33]=[CH:32][C:31]([O:34][CH2:35][C:36]6[CH:41]=[CH:40][CH:39]=[C:38]([F:42])[CH:37]=6)=[C:30]([Cl:43])[CH:29]=5)[N:24]=[CH:25][N:26]=[C:21]4[S:20][C:17]=32)=[N:12]1)[CH:9]=[CH2:10]. The catalyst is C(OCC)(=O)C.[Pd]. The product is [F:1][C:2]([F:7])([F:6])[C:3]([OH:5])=[O:4].[Cl:43][C:30]1[CH:29]=[C:28]([NH:27][C:23]2[N:24]=[CH:25][N:26]=[C:21]3[S:20][C:17]4[C:18]5[C:13]([CH2:14][CH2:15][C:16]=4[C:22]=23)=[N:12][N:11]([CH2:8][CH2:9][CH3:10])[CH:19]=5)[CH:33]=[CH:32][C:31]=1[O:34][CH2:35][C:36]1[CH:41]=[CH:40][CH:39]=[C:38]([F:42])[CH:37]=1. The yield is 0.150. (2) The yield is 0.640. The product is [C:1]([C:5]1[N:10]=[CH:9][N:8]=[C:7]([N:11]2[CH:16]([OH:17])[CH:18]([OH:19])[N:14]([CH3:15])[C:12]2=[O:13])[CH:6]=1)([CH3:4])([CH3:2])[CH3:3]. The reactants are [C:1]([C:5]1[N:10]=[CH:9][N:8]=[C:7]([NH:11][C:12]([NH:14][CH3:15])=[O:13])[CH:6]=1)([CH3:4])([CH3:3])[CH3:2].[CH:16]([CH:18]=[O:19])=[O:17]. The catalyst is C(O)C. (3) The reactants are [BH4-].[Na+].[CH2:3]([N:10]1[CH2:15][CH:14]=[C:13]([C:16]2[CH:21]=[CH:20][CH:19]=[C:18]([Br:22])[CH:17]=2)[CH2:12][CH2:11]1)[C:4]1[CH:9]=[CH:8][CH:7]=[CH:6][CH:5]=1.B(F)(F)F.CC[O:29]CC.[OH-].[K+].OO.B(O)(O)O. The catalyst is C(COC)OC.O. The product is [CH2:3]([N:10]1[CH2:11][CH2:12][CH:13]([C:16]2[CH:21]=[CH:20][CH:19]=[C:18]([Br:22])[CH:17]=2)[CH:14]([OH:29])[CH2:15]1)[C:4]1[CH:5]=[CH:6][CH:7]=[CH:8][CH:9]=1. The yield is 0.630. (4) The reactants are FC(F)(F)S(O[C:7]1[C:16]2[C:11](=[CH:12][N:13]=[C:14]([O:17][CH2:18][C:19]3[CH:24]=[CH:23][CH:22]=[CH:21][CH:20]=3)[CH:15]=2)[CH:10]=[CH:9][N:8]=1)(=O)=O.[CH3:27][N:28]1[CH:32]=[C:31](B2OC(C)(C)C(C)(C)O2)[CH:30]=[N:29]1.C(=O)([O-])[O-].[Cs+].[Cs+]. The catalyst is O1CCOCC1.O.CCOC(C)=O.C1C=CC([P]([Pd]([P](C2C=CC=CC=2)(C2C=CC=CC=2)C2C=CC=CC=2)([P](C2C=CC=CC=2)(C2C=CC=CC=2)C2C=CC=CC=2)[P](C2C=CC=CC=2)(C2C=CC=CC=2)C2C=CC=CC=2)(C2C=CC=CC=2)C2C=CC=CC=2)=CC=1. The product is [CH2:18]([O:17][C:14]1[CH:15]=[C:16]2[C:11]([CH:10]=[CH:9][N:8]=[C:7]2[C:31]2[CH:30]=[N:29][N:28]([CH3:27])[CH:32]=2)=[CH:12][N:13]=1)[C:19]1[CH:24]=[CH:23][CH:22]=[CH:21][CH:20]=1. The yield is 0.860. (5) The yield is 0.750. The product is [OH:9][C@H:7]1[CH2:8][N:4]([C:1](=[O:3])[CH3:2])[C@@H:5]([C:10]2[N:14]3[C:15]4[C:21]([CH3:22])=[CH:20][NH:19][C:16]=4[N:17]=[CH:18][C:13]3=[C:12]([C:23]3[CH:24]=[CH:25][C:26]([NH:29][CH:40]([CH3:42])[CH3:41])=[CH:27][CH:28]=3)[N:11]=2)[CH2:6]1. The reactants are [C:1]([N:4]1[CH2:8][C@H:7]([OH:9])[CH2:6][C@@H:5]1[C:10]1[N:14]2[C:15]3[C:21]([CH3:22])=[CH:20][NH:19][C:16]=3[N:17]=[CH:18][C:13]2=[C:12]([C:23]2[CH:28]=[CH:27][C:26]([N:29]([CH:40]([CH3:42])[CH3:41])C(=O)OCC3C=CC=CC=3)=[CH:25][CH:24]=2)[N:11]=1)(=[O:3])[CH3:2].CC#N.[Si](I)(C)(C)C. The catalyst is C(Cl)Cl. (6) The reactants are [CH3:1][C:2]1[O:6][C:5]([C:7]2[CH:15]=[CH:14][C:10]([C:11](O)=[O:12])=[CH:9][CH:8]=2)=[N:4][C:3]=1[CH2:16][S:17][C:18]1[CH:23]=[CH:22][C:21]([CH3:24])=[CH:20][CH:19]=1.CCN=C=NCCCN(C)C.N1(O)C2C=CC=CC=2N=N1.[N:46]1[CH:51]=[CH:50][CH:49]=[C:48]([CH2:52][NH2:53])[CH:47]=1.C(N(CC)CC)C. The catalyst is CN(C)C=O. The product is [CH3:1][C:2]1[O:6][C:5]([C:7]2[CH:8]=[CH:9][C:10]([C:11]([NH:53][CH2:52][C:48]3[CH:47]=[N:46][CH:51]=[CH:50][CH:49]=3)=[O:12])=[CH:14][CH:15]=2)=[N:4][C:3]=1[CH2:16][S:17][C:18]1[CH:19]=[CH:20][C:21]([CH3:24])=[CH:22][CH:23]=1. The yield is 0.520. (7) The yield is 0.330. The product is [C:60]([O:64][C:65]([N:67]1[CH2:73][CH2:72][C:71]2[C:74]([S:79][CH2:80][C:81]3[CH:82]=[N:83][C:84]([NH:59][CH:53]4[CH2:58][CH2:57][CH2:56][CH2:55][CH2:54]4)=[CH:85][CH:86]=3)=[C:75]([Cl:78])[CH:76]=[CH:77][C:70]=2[CH2:69][CH2:68]1)=[O:66])([CH3:63])([CH3:61])[CH3:62]. The catalyst is C1(C)C=CC=CC=1.C([O-])(=O)C.[Pd+2].C([O-])(=O)C. The reactants are C1C=CC(P(C2C(C3C(P(C4C=CC=CC=4)C4C=CC=CC=4)=CC=C4C=3C=CC=C4)=C3C(C=CC=C3)=CC=2)C2C=CC=CC=2)=CC=1.CC(C)([O-])C.[Na+].[CH:53]1([NH2:59])[CH2:58][CH2:57][CH2:56][CH2:55][CH2:54]1.[C:60]([O:64][C:65]([N:67]1[CH2:73][CH2:72][C:71]2[C:74]([S:79][CH2:80][C:81]3[CH:82]=[N:83][C:84](Cl)=[CH:85][CH:86]=3)=[C:75]([Cl:78])[CH:76]=[CH:77][C:70]=2[CH2:69][CH2:68]1)=[O:66])([CH3:63])([CH3:62])[CH3:61].